The task is: Predict the product of the given reaction.. This data is from Forward reaction prediction with 1.9M reactions from USPTO patents (1976-2016). (1) Given the reactants [F:1][C:2]1[CH:7]=[CH:6][C:5]([CH2:8][C:9]2[CH:18]=[C:17]3[C:12]([C:13]([OH:26])=[C:14]([C:21](OCC)=[O:22])[C:15](=[O:20])[N:16]3[CH3:19])=[N:11][CH:10]=2)=[CH:4][CH:3]=1.[CH3:27][O:28][C:29]1[N:34]=[CH:33][C:32]([CH2:35][NH2:36])=[CH:31][CH:30]=1.[CH3:27][O:28][C:29]1[N:34]=[CH:33][C:32]([CH2:35][NH2:36])=[CH:31][CH:30]=1, predict the reaction product. The product is: [F:1][C:2]1[CH:7]=[CH:6][C:5]([CH2:8][C:9]2[CH:18]=[C:17]3[C:12]([C:13]([OH:26])=[C:14]([C:21]([NH:36][CH2:35][C:32]4[CH:33]=[N:34][C:29]([O:28][CH3:27])=[CH:30][CH:31]=4)=[O:22])[C:15](=[O:20])[N:16]3[CH3:19])=[N:11][CH:10]=2)=[CH:4][CH:3]=1. (2) Given the reactants [C:1]([C:3]1[C:4]([N:21]2[CH2:26][CH2:25][CH:24]([C:27]([OH:29])=O)[CH2:23][CH2:22]2)=[N:5][C:6]([CH2:14][N:15]2[CH2:19][CH2:18][CH2:17][C:16]2=[O:20])=[C:7]([C:9](=[O:13])[CH:10]([CH3:12])[CH3:11])[CH:8]=1)#[N:2].[CH:30]1([CH2:35][S:36]([NH2:39])(=[O:38])=[O:37])[CH2:34][CH2:33][CH2:32][CH2:31]1, predict the reaction product. The product is: [C:1]([C:3]1[C:4]([N:21]2[CH2:26][CH2:25][CH:24]([C:27]([NH:39][S:36]([CH2:35][CH:30]3[CH2:34][CH2:33][CH2:32][CH2:31]3)(=[O:38])=[O:37])=[O:29])[CH2:23][CH2:22]2)=[N:5][C:6]([CH2:14][N:15]2[CH2:19][CH2:18][CH2:17][C:16]2=[O:20])=[C:7]([C:9](=[O:13])[CH:10]([CH3:12])[CH3:11])[CH:8]=1)#[N:2].